The task is: Predict the reactants needed to synthesize the given product.. This data is from Full USPTO retrosynthesis dataset with 1.9M reactions from patents (1976-2016). (1) Given the product [C:14]1([CH:26]2[CH2:31][CH2:30][C:29](=[CH:9][C:10]#[N:11])[CH2:28][CH2:27]2)[N:15]=[N:16][N:17]2[C:22]=1[C:21]1[CH:23]=[CH:24][NH:25][C:20]=1[N:19]=[CH:18]2, predict the reactants needed to synthesize it. The reactants are: C(OP([CH2:9][C:10]#[N:11])(=O)OCC)C.[H-].[Na+].[C:14]1([CH:26]2[CH2:31][CH2:30][C:29](=O)[CH2:28][CH2:27]2)[N:15]=[N:16][N:17]2[C:22]=1[C:21]1[CH:23]=[CH:24][NH:25][C:20]=1[N:19]=[CH:18]2.O. (2) Given the product [Cl:1][C:2]1[CH:3]=[C:4]([CH:24]=[CH:25][C:26]=1[F:27])[CH2:5][N:6]1[CH2:15][CH2:14][C:13]2[C:8](=[C:9]([O:22][CH3:28])[C:10](=[O:21])[N:11]([CH3:20])[C:12]=2[C:16]([O:18][CH3:19])=[O:17])[C:7]1=[O:23], predict the reactants needed to synthesize it. The reactants are: [Cl:1][C:2]1[CH:3]=[C:4]([CH:24]=[CH:25][C:26]=1[F:27])[CH2:5][N:6]1[CH2:15][CH2:14][C:13]2[C:8](=[C:9]([OH:22])[C:10](=[O:21])[N:11]([CH3:20])[C:12]=2[C:16]([O:18][CH3:19])=[O:17])[C:7]1=[O:23].[C:28](=O)([O-])[O-].[Cs+].[Cs+].IC. (3) Given the product [CH2:15]([C:7]1[CH:8]=[C:9]([CH:13]=[O:14])[CH:10]=[C:11]([CH3:12])[C:6]=1[CH:5]=[CH:4][C:3]([OH:17])=[O:2])[CH3:16], predict the reactants needed to synthesize it. The reactants are: C[O:2][C:3](=[O:17])[CH:4]=[CH:5][C:6]1[C:11]([CH3:12])=[CH:10][C:9]([CH:13]=[O:14])=[CH:8][C:7]=1[CH2:15][CH3:16]. (4) Given the product [CH:1]1([N:7]([C@H:19]2[CH2:20][CH2:21][C@H:22]([CH3:25])[CH2:23][CH2:24]2)[C:8]([NH:10][C:11]2[S:12][C:13]([S:16][CH2:35][CH2:36][N:37]3[CH2:42][CH2:41][O:40][CH2:39][CH2:38]3)=[CH:14][N:15]=2)=[O:9])[CH2:2][CH2:3][CH2:4][CH2:5][CH2:6]1, predict the reactants needed to synthesize it. The reactants are: [CH:1]1([N:7]([C@H:19]2[CH2:24][CH2:23][C@H:22]([CH3:25])[CH2:21][CH2:20]2)[C:8]([NH:10][C:11]2[S:12][C:13]([S:16]C#N)=[CH:14][N:15]=2)=[O:9])[CH2:6][CH2:5][CH2:4][CH2:3][CH2:2]1.SC[C@@H]([C@@H](CS)O)O.Cl[CH2:35][CH2:36][N:37]1[CH2:42][CH2:41][O:40][CH2:39][CH2:38]1. (5) The reactants are: [F:1][C:2]1[CH:16]=[CH:15][C:14]([F:17])=[CH:13][C:3]=1[CH2:4][C:5]1[O:9][N:8]=[C:7]([C:10]([OH:12])=O)[CH:6]=1.[Cl:18][C:19]1[CH:27]=[C:26]2[C:22]([C:23]([CH2:28][CH2:29][NH2:30])=[CH:24][NH:25]2)=[CH:21][C:20]=1[CH3:31].CN(C(ON1N=NC2C=CC=NC1=2)=[N+](C)C)C.F[P-](F)(F)(F)(F)F.C(N(CC)C(C)C)(C)C. Given the product [Cl:18][C:19]1[CH:27]=[C:26]2[C:22]([C:23]([CH2:28][CH2:29][NH:30][C:10]([C:7]3[CH:6]=[C:5]([CH2:4][C:3]4[CH:13]=[C:14]([F:17])[CH:15]=[CH:16][C:2]=4[F:1])[O:9][N:8]=3)=[O:12])=[CH:24][NH:25]2)=[CH:21][C:20]=1[CH3:31], predict the reactants needed to synthesize it. (6) Given the product [C:28]([NH:1][C:2]1[N:27]=[C:5]2[CH:6]=[CH:7][C:8]([O:10][C:11]3[CH:12]=[C:13]([NH:17][C:18]([C:20]4[C:25]([CH3:26])=[CH:24][CH:23]=[CH:22][N:21]=4)=[O:19])[CH:14]=[CH:15][CH:16]=3)=[CH:9][N:4]2[N:3]=1)(=[O:30])[CH3:29], predict the reactants needed to synthesize it. The reactants are: [NH2:1][C:2]1[N:27]=[C:5]2[CH:6]=[CH:7][C:8]([O:10][C:11]3[CH:12]=[C:13]([NH:17][C:18]([C:20]4[C:25]([CH3:26])=[CH:24][CH:23]=[CH:22][N:21]=4)=[O:19])[CH:14]=[CH:15][CH:16]=3)=[CH:9][N:4]2[N:3]=1.[C:28](Cl)(=[O:30])[CH3:29]. (7) The reactants are: Br[C:2]1[CH:7]=[CH:6][N:5]=[C:4]([NH:8][C:9](=[O:15])[O:10][C:11]([CH3:14])([CH3:13])[CH3:12])[CH:3]=1.C(N(CC)CC)C.[C:23]([C:25]1[CH:26]=[C:27]([CH:29]=[CH:30][CH:31]=1)[NH2:28])#[CH:24]. Given the product [NH2:28][C:27]1[CH:26]=[C:25]([C:23]#[C:24][C:2]2[CH:7]=[CH:6][N:5]=[C:4]([NH:8][C:9](=[O:15])[O:10][C:11]([CH3:14])([CH3:13])[CH3:12])[CH:3]=2)[CH:31]=[CH:30][CH:29]=1, predict the reactants needed to synthesize it.